This data is from Full USPTO retrosynthesis dataset with 1.9M reactions from patents (1976-2016). The task is: Predict the reactants needed to synthesize the given product. Given the product [CH3:1][C:2]1[O:6][N:5]=[C:4]([N:7]2[C:16]3[C:11](=[CH:12][CH:13]=[CH:14][N:15]=3)[CH:10]=[C:9]([C:17]([OH:19])=[O:18])[C:8]2=[O:22])[CH:3]=1, predict the reactants needed to synthesize it. The reactants are: [CH3:1][C:2]1[O:6][N:5]=[C:4]([N:7]2[C:16]3[C:11](=[CH:12][CH:13]=[CH:14][N:15]=3)[CH:10]=[C:9]([C:17]([O:19]CC)=[O:18])[C:8]2=[O:22])[CH:3]=1.Cl.